From a dataset of CYP3A4 inhibition data for predicting drug metabolism from PubChem BioAssay. Regression/Classification. Given a drug SMILES string, predict its absorption, distribution, metabolism, or excretion properties. Task type varies by dataset: regression for continuous measurements (e.g., permeability, clearance, half-life) or binary classification for categorical outcomes (e.g., BBB penetration, CYP inhibition). Dataset: cyp3a4_veith. (1) The drug is COC(=O)c1ccccc1OCCCOc1ccc(C=O)cc1OC. The result is 0 (non-inhibitor). (2) The drug is Cc1noc(NC(=O)Nc2ccccc2F)c1C#N. The result is 0 (non-inhibitor). (3) The drug is O=C(O)c1ccccc1Nc1cccc(OCc2ccc3ccccc3n2)c1. The result is 1 (inhibitor).